Task: Predict which catalyst facilitates the given reaction.. Dataset: Catalyst prediction with 721,799 reactions and 888 catalyst types from USPTO (1) Reactant: [Si:1]([O:8][CH:9]1[CH:14]([C:15]2[CH:20]=[CH:19][N:18]=[CH:17][C:16]=2[N+:21]([O-])=O)[O:13][CH:12]([CH3:24])[C:11]([CH3:26])([OH:25])[CH:10]1[OH:27])([C:4]([CH3:7])([CH3:6])[CH3:5])([CH3:3])[CH3:2]. Product: [NH2:21][C:16]1[CH:17]=[N:18][CH:19]=[CH:20][C:15]=1[CH:14]1[O:13][CH:12]([CH3:24])[C:11]([CH3:26])([OH:25])[CH:10]([OH:27])[CH:9]1[O:8][Si:1]([C:4]([CH3:5])([CH3:7])[CH3:6])([CH3:2])[CH3:3]. The catalyst class is: 50. (2) Product: [C:9]([O:13][C:14]([N:16]1[CH2:22][CH2:21][C:20]2[C:23]([O:28][CH2:2][CH2:3][CH2:4][C:5]([O:7][CH3:8])=[O:6])=[C:24]([Cl:27])[CH:25]=[CH:26][C:19]=2[CH2:18][CH2:17]1)=[O:15])([CH3:12])([CH3:10])[CH3:11]. Reactant: Br[CH2:2][CH2:3][CH2:4][C:5]([O:7][CH3:8])=[O:6].[C:9]([O:13][C:14]([N:16]1[CH2:22][CH2:21][C:20]2[C:23]([OH:28])=[C:24]([Cl:27])[CH:25]=[CH:26][C:19]=2[CH2:18][CH2:17]1)=[O:15])([CH3:12])([CH3:11])[CH3:10].C1CCN2C(=NCCC2)CC1.CN(C=O)C. The catalyst class is: 828. (3) Reactant: [CH2:1]([O:3][C:4](=[O:31])[C:5]1[CH:10]=[C:9]([C:11]#[N:12])[C:8](OS(C)(=O)=O)=[N:7][C:6]=1[CH2:18][O:19][CH2:20][C:21]1[CH:26]=[CH:25][C:24]([O:27][CH3:28])=[C:23]([O:29][CH3:30])[CH:22]=1)[CH3:2].[CH2:32]([S:39]([NH:42][C:43]([CH:45]1[CH2:48][NH:47][CH2:46]1)=[O:44])(=[O:41])=[O:40])[C:33]1[CH:38]=[CH:37][CH:36]=[CH:35][CH:34]=1.CCN(C(C)C)C(C)C.Cl. Product: [CH2:1]([O:3][C:4](=[O:31])[C:5]1[CH:10]=[C:9]([C:11]#[N:12])[C:8]([N:47]2[CH2:48][CH:45]([C:43](=[O:44])[NH:42][S:39]([CH2:32][C:33]3[CH:34]=[CH:35][CH:36]=[CH:37][CH:38]=3)(=[O:41])=[O:40])[CH2:46]2)=[N:7][C:6]=1[CH2:18][O:19][CH2:20][C:21]1[CH:26]=[CH:25][C:24]([O:27][CH3:28])=[C:23]([O:29][CH3:30])[CH:22]=1)[CH3:2]. The catalyst class is: 315. (4) Reactant: [B-]C#N.[Na+].[F:5][C:6]1([F:26])[CH2:12][N:11]([C:13]2[CH:14]=[CH:15][C:16]3[N:17]([C:19]([C:22]([F:25])([F:24])[F:23])=[N:20][N:21]=3)[N:18]=2)[CH2:10][CH2:9][NH:8][CH2:7]1.[F:27][C:28]1[CH:35]=[CH:34][C:31]([CH:32]=O)=[CH:30][CH:29]=1.C(O)(=O)C. Product: [F:26][C:6]1([F:5])[CH2:12][N:11]([C:13]2[CH:14]=[CH:15][C:16]3[N:17]([C:19]([C:22]([F:24])([F:25])[F:23])=[N:20][N:21]=3)[N:18]=2)[CH2:10][CH2:9][N:8]([CH2:32][C:31]2[CH:34]=[CH:35][C:28]([F:27])=[CH:29][CH:30]=2)[CH2:7]1. The catalyst class is: 5. (5) Reactant: [Cl:1][C:2]1[CH:7]=[C:6]([N+:8]([O-:10])=[O:9])[CH:5]=[CH:4][C:3]=1[CH:11](C(OCC)=O)[C:12]([O:14]CC)=[O:13].[OH-].[Na+]. Product: [Cl:1][C:2]1[CH:7]=[C:6]([N+:8]([O-:10])=[O:9])[CH:5]=[CH:4][C:3]=1[CH2:11][C:12]([OH:14])=[O:13]. The catalyst class is: 5.